This data is from Peptide-MHC class I binding affinity with 185,985 pairs from IEDB/IMGT. The task is: Regression. Given a peptide amino acid sequence and an MHC pseudo amino acid sequence, predict their binding affinity value. This is MHC class I binding data. The peptide sequence is VIILFQKAF. The MHC is HLA-A24:02 with pseudo-sequence HLA-A24:02. The binding affinity (normalized) is 0.318.